Dataset: Forward reaction prediction with 1.9M reactions from USPTO patents (1976-2016). Task: Predict the product of the given reaction. Given the reactants [N:1]12[CH2:8][CH2:7][CH:4]([CH2:5][CH2:6]1)[CH:3]([O:9][C:10](=[O:23])[NH:11][C:12]([C:15]1[CH:20]=[CH:19][C:18]([F:21])=[C:17](Br)[CH:16]=1)([CH3:14])[CH3:13])[CH2:2]2.[N:24]1[CH:29]=[CH:28][C:27](B(O)O)=[CH:26][CH:25]=1, predict the reaction product. The product is: [F:21][C:18]1[CH:19]=[CH:20][C:15]([C:12]([NH:11][C:10](=[O:23])[O:9][CH:3]2[CH:4]3[CH2:7][CH2:8][N:1]([CH2:6][CH2:5]3)[CH2:2]2)([CH3:14])[CH3:13])=[CH:16][C:17]=1[C:27]1[CH:28]=[CH:29][N:24]=[CH:25][CH:26]=1.